Dataset: NCI-60 drug combinations with 297,098 pairs across 59 cell lines. Task: Regression. Given two drug SMILES strings and cell line genomic features, predict the synergy score measuring deviation from expected non-interaction effect. (1) Drug 1: CC1=C(N=C(N=C1N)C(CC(=O)N)NCC(C(=O)N)N)C(=O)NC(C(C2=CN=CN2)OC3C(C(C(C(O3)CO)O)O)OC4C(C(C(C(O4)CO)O)OC(=O)N)O)C(=O)NC(C)C(C(C)C(=O)NC(C(C)O)C(=O)NCCC5=NC(=CS5)C6=NC(=CS6)C(=O)NCCC[S+](C)C)O. Drug 2: CC(C)NC(=O)C1=CC=C(C=C1)CNNC.Cl. Cell line: SF-268. Synergy scores: CSS=33.0, Synergy_ZIP=4.06, Synergy_Bliss=4.49, Synergy_Loewe=-17.1, Synergy_HSA=2.24. (2) Drug 2: C1=NC2=C(N=C(N=C2N1C3C(C(C(O3)CO)O)O)F)N. Cell line: UACC-257. Synergy scores: CSS=-5.25, Synergy_ZIP=-0.490, Synergy_Bliss=-5.59, Synergy_Loewe=-8.74, Synergy_HSA=-8.78. Drug 1: C1CCC(CC1)NC(=O)N(CCCl)N=O. (3) Drug 1: CC1C(C(CC(O1)OC2CC(CC3=C2C(=C4C(=C3O)C(=O)C5=C(C4=O)C(=CC=C5)OC)O)(C(=O)CO)O)N)O.Cl. Drug 2: CN(C(=O)NC(C=O)C(C(C(CO)O)O)O)N=O. Cell line: EKVX. Synergy scores: CSS=6.18, Synergy_ZIP=-0.749, Synergy_Bliss=-3.13, Synergy_Loewe=-0.291, Synergy_HSA=-2.57. (4) Drug 1: C1=CC(=CC=C1CC(C(=O)O)N)N(CCCl)CCCl.Cl. Drug 2: CC12CCC3C(C1CCC2O)C(CC4=C3C=CC(=C4)O)CCCCCCCCCS(=O)CCCC(C(F)(F)F)(F)F. Cell line: U251. Synergy scores: CSS=8.69, Synergy_ZIP=-7.09, Synergy_Bliss=-8.88, Synergy_Loewe=-9.54, Synergy_HSA=-9.22. (5) Drug 1: C1=NC(=NC(=O)N1C2C(C(C(O2)CO)O)O)N. Drug 2: C1CN(CCN1C(=O)CCBr)C(=O)CCBr. Cell line: UACC-257. Synergy scores: CSS=26.8, Synergy_ZIP=-7.27, Synergy_Bliss=-0.894, Synergy_Loewe=1.08, Synergy_HSA=3.36. (6) Drug 1: C1CN1P(=S)(N2CC2)N3CC3. Drug 2: CCCCCOC(=O)NC1=NC(=O)N(C=C1F)C2C(C(C(O2)C)O)O. Cell line: LOX IMVI. Synergy scores: CSS=19.0, Synergy_ZIP=-3.37, Synergy_Bliss=-3.09, Synergy_Loewe=-11.1, Synergy_HSA=-4.02. (7) Drug 1: C1=CC(=CC=C1C#N)C(C2=CC=C(C=C2)C#N)N3C=NC=N3. Drug 2: CCC1(C2=C(COC1=O)C(=O)N3CC4=CC5=C(C=CC(=C5CN(C)C)O)N=C4C3=C2)O.Cl. Cell line: MDA-MB-231. Synergy scores: CSS=8.11, Synergy_ZIP=-4.09, Synergy_Bliss=-1.32, Synergy_Loewe=-10.9, Synergy_HSA=-3.94.